This data is from Forward reaction prediction with 1.9M reactions from USPTO patents (1976-2016). The task is: Predict the product of the given reaction. The product is: [C:11]([O:10][C:8]([N:4]1[CH2:5][CH2:6][CH2:7][C@@H:2]([NH:1][C:19]2[N:20]=[CH:21][C:16]([Br:15])=[CH:17][N:18]=2)[CH2:3]1)=[O:9])([CH3:14])([CH3:13])[CH3:12]. Given the reactants [NH2:1][C@@H:2]1[CH2:7][CH2:6][CH2:5][N:4]([C:8]([O:10][C:11]([CH3:14])([CH3:13])[CH3:12])=[O:9])[CH2:3]1.[Br:15][C:16]1[CH:17]=[N:18][C:19](Cl)=[N:20][CH:21]=1.CCN(C(C)C)C(C)C.CC(=O)OCC.CCCCCCC, predict the reaction product.